Dataset: NCI-60 drug combinations with 297,098 pairs across 59 cell lines. Task: Regression. Given two drug SMILES strings and cell line genomic features, predict the synergy score measuring deviation from expected non-interaction effect. (1) Drug 1: CC1=CC=C(C=C1)C2=CC(=NN2C3=CC=C(C=C3)S(=O)(=O)N)C(F)(F)F. Drug 2: CC1=C2C(C(=O)C3(C(CC4C(C3C(C(C2(C)C)(CC1OC(=O)C(C(C5=CC=CC=C5)NC(=O)OC(C)(C)C)O)O)OC(=O)C6=CC=CC=C6)(CO4)OC(=O)C)O)C)O. Cell line: SK-MEL-28. Synergy scores: CSS=1.79, Synergy_ZIP=6.87, Synergy_Bliss=18.1, Synergy_Loewe=9.89, Synergy_HSA=9.39. (2) Drug 1: CC12CCC(CC1=CCC3C2CCC4(C3CC=C4C5=CN=CC=C5)C)O. Drug 2: C1CN(CCN1C(=O)CCBr)C(=O)CCBr. Cell line: SR. Synergy scores: CSS=61.9, Synergy_ZIP=-2.15, Synergy_Bliss=-4.73, Synergy_Loewe=-6.54, Synergy_HSA=-2.02. (3) Drug 2: CCCCCOC(=O)NC1=NC(=O)N(C=C1F)C2C(C(C(O2)C)O)O. Cell line: COLO 205. Drug 1: CC1=C(C=C(C=C1)NC2=NC=CC(=N2)N(C)C3=CC4=NN(C(=C4C=C3)C)C)S(=O)(=O)N.Cl. Synergy scores: CSS=-8.64, Synergy_ZIP=4.11, Synergy_Bliss=1.29, Synergy_Loewe=-7.30, Synergy_HSA=-6.58.